This data is from Forward reaction prediction with 1.9M reactions from USPTO patents (1976-2016). The task is: Predict the product of the given reaction. (1) Given the reactants [CH3:1][O:2][C:3]([C:5]1[CH:10]([C:11]2[CH:16]=[CH:15][C:14]([C:17]#[N:18])=[CH:13][C:12]=2[CH2:19]O)[N:9]2[C:21](=[O:24])[NH:22][N:23]=[C:8]2[N:7]([C:25]2[CH:30]=[CH:29][CH:28]=[C:27]([C:31]([F:34])([F:33])[F:32])[CH:26]=2)[C:6]=1[CH3:35])=[O:4].C(Br)(Br)(Br)[Br:37].C1(P(C2C=CC=CC=2)C2C=CC=CC=2)C=CC=CC=1, predict the reaction product. The product is: [CH3:1][O:2][C:3]([C:5]1[CH:10]([C:11]2[CH:16]=[CH:15][C:14]([C:17]#[N:18])=[CH:13][C:12]=2[CH2:19][Br:37])[N:9]2[C:21](=[O:24])[NH:22][N:23]=[C:8]2[N:7]([C:25]2[CH:30]=[CH:29][CH:28]=[C:27]([C:31]([F:34])([F:33])[F:32])[CH:26]=2)[C:6]=1[CH3:35])=[O:4]. (2) The product is: [CH2:9]([O:8][C:6]1[N:5]=[CH:4][N:3]=[C:2]([N:16]2[CH2:17][CH2:18][NH:13][C:14](=[O:19])[CH2:15]2)[CH:7]=1)[CH:10]([CH3:12])[CH3:11]. Given the reactants Cl[C:2]1[CH:7]=[C:6]([O:8][CH2:9][CH:10]([CH3:12])[CH3:11])[N:5]=[CH:4][N:3]=1.[NH:13]1[CH2:18][CH2:17][NH:16][CH2:15][C:14]1=[O:19], predict the reaction product. (3) Given the reactants [CH3:1][CH:2]1[CH:7]([OH:8])[CH2:6][CH2:5][NH:4][CH2:3]1.CS[C:11]1[N:12]=[N:13][CH:14]=[CH:15][N:16]=1.N1(C2N=NC=CN=2)CCNCC1, predict the reaction product. The product is: [CH3:1][CH:2]1[CH:7]([OH:8])[CH2:6][CH2:5][N:4]([C:11]2[N:12]=[N:13][CH:14]=[CH:15][N:16]=2)[CH2:3]1. (4) Given the reactants [N:1]([O-])=O.[Na+].[NH:5]1[C:13]2[C:8](=[CH:9][C:10]([C:14]([OH:16])=[O:15])=[CH:11][CH:12]=2)[CH:7]=[CH:6]1.Cl.[OH2:18], predict the reaction product. The product is: [CH:6]([C:7]1[C:8]2[C:13](=[CH:12][CH:11]=[C:10]([C:14]([OH:16])=[O:15])[CH:9]=2)[NH:5][N:1]=1)=[O:18]. (5) Given the reactants [F:1][C:2]1[CH:7]=[CH:6][C:5]([C:8]2[N:9]=[C:10]3[N:15]=[CH:14][CH:13]=[CH:12][N:11]3[C:16]=2[C:17]([O:19]CC)=[O:18])=[CH:4][CH:3]=1.[OH-].[Na+], predict the reaction product. The product is: [F:1][C:2]1[CH:7]=[CH:6][C:5]([C:8]2[N:9]=[C:10]3[N:15]=[CH:14][CH:13]=[CH:12][N:11]3[C:16]=2[C:17]([OH:19])=[O:18])=[CH:4][CH:3]=1. (6) The product is: [ClH:24].[NH2:13][CH2:14][CH2:15][NH:16][C:8](=[O:10])[C:7]1[CH:6]=[CH:5][C:4]([O:3][CH2:1][CH3:2])=[CH:12][CH:11]=1. Given the reactants [CH2:1]([O:3][C:4]1[CH:12]=[CH:11][C:7]([C:8]([OH:10])=O)=[CH:6][CH:5]=1)[CH3:2].[NH2:13][CH2:14][CH2:15][NH:16]C(=O)OC(C)(C)C.[ClH:24].C(N=C=NCCCN(C)C)C.C1C=CC2N(O)N=NC=2C=1.Cl.C(OCC)(=O)C, predict the reaction product. (7) Given the reactants [C:1]([O:5][C:6](=[O:20])[C:7]([S:10][C:11]1[S:12][CH:13]=[C:14]([C:16](=[O:19])[CH2:17]Cl)[N:15]=1)([CH3:9])[CH3:8])([CH3:4])([CH3:3])[CH3:2].[F:21][C:22]1[CH:27]=[CH:26][C:25]([C:28]2[CH:33]=[CH:32][C:31]([OH:34])=[CH:30][CH:29]=2)=[CH:24][CH:23]=1.[OH-].[Na+].O, predict the reaction product. The product is: [C:1]([O:5][C:6](=[O:20])[C:7]([S:10][C:11]1[S:12][CH:13]=[C:14]([C:16](=[O:19])[CH2:17][O:34][C:31]2[CH:30]=[CH:29][C:28]([C:25]3[CH:26]=[CH:27][C:22]([F:21])=[CH:23][CH:24]=3)=[CH:33][CH:32]=2)[N:15]=1)([CH3:9])[CH3:8])([CH3:4])([CH3:3])[CH3:2]. (8) Given the reactants Cl[C:2]1[N:10]=[CH:9][N:8]=[C:7]2[C:3]=1[N:4]=[C:5]([C:11]1[CH:16]=[CH:15][CH:14]=[C:13]([Cl:17])[CH:12]=1)[NH:6]2.[Si:18]([O:25][C@@H:26]1[C@H:30]([CH2:31][O:32][Si:33]([C:36]([CH3:39])([CH3:38])[CH3:37])([CH3:35])[CH3:34])[CH2:29][C@@H:28]([NH2:40])[CH2:27]1)([C:21]([CH3:24])([CH3:23])[CH3:22])([CH3:20])[CH3:19].C(N(CC)C(C)C)(C)C, predict the reaction product. The product is: [Si:18]([O:25][C@@H:26]1[C@H:30]([CH2:31][O:32][Si:33]([C:36]([CH3:39])([CH3:38])[CH3:37])([CH3:34])[CH3:35])[CH2:29][C@@H:28]([NH:40][C:3]2[N:4]=[C:5]([C:11]3[CH:16]=[CH:15][CH:14]=[C:13]([Cl:17])[CH:12]=3)[N:6]=[C:7]3[C:2]=2[N:10]=[CH:9][NH:8]3)[CH2:27]1)([C:21]([CH3:24])([CH3:23])[CH3:22])([CH3:20])[CH3:19].